This data is from NCI-60 drug combinations with 297,098 pairs across 59 cell lines. The task is: Regression. Given two drug SMILES strings and cell line genomic features, predict the synergy score measuring deviation from expected non-interaction effect. (1) Drug 1: CC1OCC2C(O1)C(C(C(O2)OC3C4COC(=O)C4C(C5=CC6=C(C=C35)OCO6)C7=CC(=C(C(=C7)OC)O)OC)O)O. Drug 2: CC1=C(C=C(C=C1)C(=O)NC2=CC(=CC(=C2)C(F)(F)F)N3C=C(N=C3)C)NC4=NC=CC(=N4)C5=CN=CC=C5. Cell line: OVCAR-4. Synergy scores: CSS=1.54, Synergy_ZIP=-1.24, Synergy_Bliss=1.17, Synergy_Loewe=-0.880, Synergy_HSA=-0.506. (2) Drug 1: CC12CCC(CC1=CCC3C2CCC4(C3CC=C4C5=CN=CC=C5)C)O. Drug 2: CCC1(C2=C(COC1=O)C(=O)N3CC4=CC5=C(C=CC(=C5CN(C)C)O)N=C4C3=C2)O.Cl. Cell line: HOP-62. Synergy scores: CSS=2.55, Synergy_ZIP=5.35, Synergy_Bliss=4.71, Synergy_Loewe=-47.1, Synergy_HSA=-10.6.